This data is from Full USPTO retrosynthesis dataset with 1.9M reactions from patents (1976-2016). The task is: Predict the reactants needed to synthesize the given product. (1) Given the product [CH3:4][CH:3]([CH3:5])[CH:2]([PH:6](=[O:7])[OH:8])[NH:1][C:17](=[O:18])[CH2:16][CH2:15][C:9]1[CH:14]=[CH:13][CH:12]=[CH:11][CH:10]=1, predict the reactants needed to synthesize it. The reactants are: [NH2:1][CH:2]([PH:6](=[O:8])[OH:7])[CH:3]([CH3:5])[CH3:4].[C:9]1([CH2:15][CH2:16][C:17](Cl)=[O:18])[CH:14]=[CH:13][CH:12]=[CH:11][CH:10]=1.Cl.[Cl-].[Na+]. (2) Given the product [N:14]1[C:15]2[C:16](=[N:17][CH:18]=[CH:19][CH:20]=2)[N:12]([CH:10]([CH3:11])[CH2:9][CH2:8][CH2:7][OH:6])[CH:13]=1, predict the reactants needed to synthesize it. The reactants are: C([Si](C)(C)[O:6][CH2:7][CH2:8][CH2:9][CH:10]([N:12]1[C:16]2=[N:17][CH:18]=[CH:19][CH:20]=[C:15]2[N:14]=[CH:13]1)[CH3:11])(C)(C)C.[F-].C([N+](CCCC)(CCCC)CCCC)CCC. (3) Given the product [CH2:12]([O:1][C:2]1[CH:3]=[C:4]([CH:7]=[CH:8][C:9]=1[O:10][CH3:11])[CH:5]=[O:6])[C:13]1[CH:18]=[CH:17][CH:16]=[CH:15][CH:14]=1, predict the reactants needed to synthesize it. The reactants are: [OH:1][C:2]1[CH:3]=[C:4]([CH:7]=[CH:8][C:9]=1[O:10][CH3:11])[CH:5]=[O:6].[CH2:12](Br)[C:13]1[CH:18]=[CH:17][CH:16]=[CH:15][CH:14]=1.C(=O)([O-])[O-].[K+].[K+]. (4) Given the product [NH2:18][C:13]1[CH:14]=[N:15][CH:16]=[CH:17][C:12]=1[CH:10]1[CH2:11][CH:4]([NH:1][C:28](=[O:29])[O:30][C:31]([CH3:34])([CH3:33])[CH3:32])[C:5]([OH:7])([CH3:6])[CH:8]([CH3:21])[CH2:9]1, predict the reactants needed to synthesize it. The reactants are: [N:1]([CH:4]1[CH:11]=[C:10]([C:12]2[CH:17]=[CH:16][N:15]=[CH:14][C:13]=2[N+:18]([O-])=O)[CH2:9][CH:8]([CH3:21])[C:5]21[O:7][CH2:6]2)=[N+]=[N-].N1C=CC=CC=1.[C:28](O[C:28]([O:30][C:31]([CH3:34])([CH3:33])[CH3:32])=[O:29])([O:30][C:31]([CH3:34])([CH3:33])[CH3:32])=[O:29]. (5) The reactants are: C(O[C:6](=[O:21])[N:7]([CH2:13][C:14]1[CH:19]=[CH:18][CH:17]=[CH:16][C:15]=1[F:20])[N:8]1[CH:12]=[CH:11][CH:10]=[CH:9]1)(C)(C)C.[CH2:22]([O:24][C:25](=[O:37])[CH:26](C(OCC)=O)[C:27](OCC)=[O:28])[CH3:23]. Given the product [CH2:22]([O:24][C:25]([C:26]1[C:6](=[O:21])[N:7]([CH2:13][C:14]2[CH:19]=[CH:18][CH:17]=[CH:16][C:15]=2[F:20])[N:8]2[CH:9]=[CH:10][CH:11]=[C:12]2[C:27]=1[OH:28])=[O:37])[CH3:23], predict the reactants needed to synthesize it. (6) Given the product [CH2:20]([O:27][NH:28][C:8]([C:7]1[C:2]([Cl:1])=[N:3][C:4]([Cl:12])=[C:5]([F:11])[CH:6]=1)=[O:10])[C:21]1[CH:26]=[CH:25][CH:24]=[CH:23][CH:22]=1, predict the reactants needed to synthesize it. The reactants are: [Cl:1][C:2]1[C:7]([C:8]([OH:10])=O)=[CH:6][C:5]([F:11])=[C:4]([Cl:12])[N:3]=1.C(Cl)(=O)C(Cl)=O.Cl.[CH2:20]([O:27][NH2:28])[C:21]1[CH:26]=[CH:25][CH:24]=[CH:23][CH:22]=1. (7) Given the product [Cl:1][C:2]1[CH:3]=[C:4]([N:9]2[C:18](=[O:19])[C:17]3[C:12](=[CH:13][CH:14]=[CH:15][CH:16]=3)[N:11]=[C:10]2[S:20][CH2:22][C:23]([NH:25][C:26]2[CH:27]=[C:28]3[C:32](=[CH:33][CH:34]=2)[CH2:31][CH2:30][CH2:29]3)=[O:24])[CH:5]=[CH:6][C:7]=1[F:8], predict the reactants needed to synthesize it. The reactants are: [Cl:1][C:2]1[CH:3]=[C:4]([N:9]2[C:18](=[O:19])[C:17]3[C:12](=[CH:13][CH:14]=[CH:15][CH:16]=3)[N:11]=[C:10]2[SH:20])[CH:5]=[CH:6][C:7]=1[F:8].Cl[CH2:22][C:23]([NH:25][C:26]1[CH:27]=[C:28]2[C:32](=[CH:33][CH:34]=1)[CH2:31][CH2:30][CH2:29]2)=[O:24].